This data is from Full USPTO retrosynthesis dataset with 1.9M reactions from patents (1976-2016). The task is: Predict the reactants needed to synthesize the given product. (1) Given the product [CH3:39][S:40]([NH:1][C:2]1[CH:3]=[CH:4][C:5]([C:8]2[C:17](=[O:18])[C:16]3[C:11](=[CH:12][C:13]([O:19][CH2:20][C:21]4[CH:22]=[C:23]([CH:30]=[CH:31][CH:32]=4)[C:24]([O:26][CH2:27][CH:28]=[CH2:29])=[O:25])=[CH:14][CH:15]=3)[O:10][CH:9]=2)=[CH:6][CH:7]=1)(=[O:42])=[O:41], predict the reactants needed to synthesize it. The reactants are: [NH2:1][C:2]1[CH:7]=[CH:6][C:5]([C:8]2[C:17](=[O:18])[C:16]3[C:11](=[CH:12][C:13]([O:19][CH2:20][C:21]4[CH:22]=[C:23]([CH:30]=[CH:31][CH:32]=4)[C:24]([O:26][CH2:27][CH:28]=[CH2:29])=[O:25])=[CH:14][CH:15]=3)[O:10][CH:9]=2)=[CH:4][CH:3]=1.N1C=CC=CC=1.[CH3:39][S:40](Cl)(=[O:42])=[O:41]. (2) Given the product [OH:36][CH2:37][CH2:38][N+:39]([CH3:42])([CH3:41])[CH3:40].[F:1][C:2]1[C:20]([N:21]2[CH2:22][CH2:23][CH:24]([NH:27][C:28]3[CH:29]=[CH:30][C:31]([F:34])=[CH:32][CH:33]=3)[CH2:25][CH2:26]2)=[CH:19][C:5]2=[N:6][C:7]3[N:8]([CH3:18])[CH:9]=[C:10]([C:15]([O-:17])=[O:16])[C:11](=[O:14])[C:12]=3[CH:13]=[C:4]2[CH:3]=1, predict the reactants needed to synthesize it. The reactants are: [F:1][C:2]1[C:20]([N:21]2[CH2:26][CH2:25][CH:24]([NH:27][C:28]3[CH:33]=[CH:32][C:31]([F:34])=[CH:30][CH:29]=3)[CH2:23][CH2:22]2)=[CH:19][C:5]2=[N:6][C:7]3[N:8]([CH3:18])[CH:9]=[C:10]([C:15]([OH:17])=[O:16])[C:11](=[O:14])[C:12]=3[CH:13]=[C:4]2[CH:3]=1.[OH-].[OH:36][CH2:37][CH2:38][N+:39]([CH3:42])([CH3:41])[CH3:40]. (3) Given the product [CH2:1]([O:8][CH2:9][CH:10]([CH2:22][O:23][CH3:26])[O:11][CH2:12][CH2:13][NH:14][C:15](=[O:21])[O:16][C:17]([CH3:18])([CH3:19])[CH3:20])[C:2]1[CH:3]=[CH:4][CH:5]=[CH:6][CH:7]=1, predict the reactants needed to synthesize it. The reactants are: [CH2:1]([O:8][CH2:9][CH:10]([CH2:22][OH:23])[O:11][CH2:12][CH2:13][NH:14][C:15](=[O:21])[O:16][C:17]([CH3:20])([CH3:19])[CH3:18])[C:2]1[CH:7]=[CH:6][CH:5]=[CH:4][CH:3]=1.[H-].[Na+].[CH3:26]I.